Dataset: Reaction yield outcomes from USPTO patents with 853,638 reactions. Task: Predict the reaction yield, written as a fraction of the theoretical maximum amount of product (1.0 means a 100% yield; for example, 0.34 means a 34% yield). (1) The product is [C:1]1([CH2:7][C:8]([C:10]2[CH:17]=[CH:16][C:13]([CH2:14][N:18]3[CH2:21][CH:20]([C:22]([OH:24])=[O:23])[CH2:19]3)=[CH:12][CH:11]=2)=[O:9])[CH:6]=[CH:5][CH:4]=[CH:3][CH:2]=1. The catalyst is CO. The reactants are [C:1]1([CH2:7][C:8]([C:10]2[CH:17]=[CH:16][C:13]([CH:14]=O)=[CH:12][CH:11]=2)=[O:9])[CH:6]=[CH:5][CH:4]=[CH:3][CH:2]=1.[NH:18]1[CH2:21][CH:20]([C:22]([OH:24])=[O:23])[CH2:19]1.CC(O)=O.[BH3-]C#N.[Na+].Cl. The yield is 0.110. (2) The reactants are C[O:2][C:3]([C:5]1[C:13]2[C:8](=[CH:9][C:10]([Br:14])=[CH:11][CH:12]=2)[N:7]([CH3:15])[CH:6]=1)=O.[CH3:16][C:17]([CH3:20])([O-:19])[CH3:18].[Na+]. The catalyst is C1(C)C=CC=CC=1. The product is [Br:14][C:10]1[CH:9]=[C:8]2[C:13]([C:5]([C:3]([O:19][C:17]([CH3:20])([CH3:18])[CH3:16])=[O:2])=[CH:6][N:7]2[CH3:15])=[CH:12][CH:11]=1. The yield is 0.660.